Dataset: Reaction yield outcomes from USPTO patents with 853,638 reactions. Task: Predict the reaction yield, written as a fraction of the theoretical maximum amount of product (1.0 means a 100% yield; for example, 0.34 means a 34% yield). (1) The reactants are [Li]CCCC.Br[C:7]1[CH:12]=[CH:11][C:10]([O:13][CH:14]2[CH2:16][CH2:15]2)=[CH:9][CH:8]=1.[B:17](OCC)([O:21]CC)[O:18]CC.Cl. The catalyst is C1COCC1. The product is [CH:14]1([O:13][C:10]2[CH:11]=[CH:12][C:7]([B:17]([OH:21])[OH:18])=[CH:8][CH:9]=2)[CH2:16][CH2:15]1. The yield is 0.340. (2) The reactants are [Cl-].O[NH3+:3].[C:4](=[O:7])([O-])[OH:5].[Na+].CS(C)=O.[F:13][C:14]1[CH:19]=[C:18]([CH2:20][C:21]2[C:22](=[O:45])[N:23]([C@H:33]3[CH2:38][CH2:37][C@H:36]([O:39][CH2:40][C:41]([OH:44])([CH3:43])[CH3:42])[CH2:35][CH2:34]3)[C:24]3[N:25]([N:30]=[CH:31][N:32]=3)[C:26]=2[CH2:27][CH2:28][CH3:29])[CH:17]=[CH:16][C:15]=1[C:46]1[C:47]([C:52]#[N:53])=[CH:48][CH:49]=[CH:50][CH:51]=1. The catalyst is C(OCC)(=O)C. The product is [F:13][C:14]1[CH:19]=[C:18]([CH2:20][C:21]2[C:22](=[O:45])[N:23]([C@H:33]3[CH2:38][CH2:37][C@H:36]([O:39][CH2:40][C:41]([OH:44])([CH3:42])[CH3:43])[CH2:35][CH2:34]3)[C:24]3[N:25]([N:30]=[CH:31][N:32]=3)[C:26]=2[CH2:27][CH2:28][CH3:29])[CH:17]=[CH:16][C:15]=1[C:46]1[CH:51]=[CH:50][CH:49]=[CH:48][C:47]=1[C:52]1[NH:3][C:4](=[O:7])[O:5][N:53]=1. The yield is 0.490. (3) The reactants are [NH2:1][C:2]1[N:3]=[CH:4][NH:5][C:6]=1[C:7]([NH2:9])=[O:8].[CH2:10]([C:14]1[NH:15][C:16]([Cl:21])=[C:17]([CH:19]=O)[N:18]=1)[CH2:11][CH2:12][CH3:13].[BH3-]C#N.[Na+].C(O)(=O)C. The catalyst is CO. The product is [CH2:10]([C:14]1[NH:18][C:17]([CH2:19][NH:1][C:2]2[N:3]=[CH:4][NH:5][C:6]=2[C:7]([NH2:9])=[O:8])=[C:16]([Cl:21])[N:15]=1)[CH2:11][CH2:12][CH3:13]. The yield is 0.260. (4) The catalyst is ClCCl. The yield is 0.500. The reactants are C(OC([N:8]1[C:16]2C(=CC=C(Cl)C=2)/[C:10](=[CH:18]/[C:19]2[CH:24]=[CH:23][CH:22]=[C:21]([Cl:25])[CH:20]=2)/[C:9]1=[O:26])=O)(C)(C)C.ClC1C(F)=CC(OC2CCOCC2)=C(C=[N:35]C(O[Si](C)(C)C)=C)C=1.F[C:52](F)(F)[C:53]([OH:55])=O.[C:58]1(C)[CH:63]=[CH:62][CH:61]=[CH:60][CH:59]=1. The product is [Cl:25][C:21]1[CH:20]=[C:19]([CH:18]2[CH2:10][C:9](=[O:26])[NH:8][CH2:16][C:52]32[C:63]2[C:58](=[CH:59][CH:60]=[CH:61][CH:62]=2)[NH:35][C:53]3=[O:55])[CH:24]=[CH:23][CH:22]=1.